This data is from Forward reaction prediction with 1.9M reactions from USPTO patents (1976-2016). The task is: Predict the product of the given reaction. (1) Given the reactants [CH2:1]([C:3]1[C:8](=[O:9])[NH:7][C:6]([CH3:10])=[C:5]([C:11]2[CH:12]=[N:13][CH:14]=[C:15]([C:17]([OH:19])=O)[CH:16]=2)[CH:4]=1)[CH3:2].[CH3:20][O:21][C:22]1[CH:23]=[C:24]([CH:26]=[CH:27][CH:28]=1)[NH2:25], predict the reaction product. The product is: [CH3:20][O:21][C:22]1[CH:23]=[C:24]([NH:25][C:17]([C:15]2[CH:16]=[C:11]([C:5]3[CH:4]=[C:3]([CH2:1][CH3:2])[C:8](=[O:9])[NH:7][C:6]=3[CH3:10])[CH:12]=[N:13][CH:14]=2)=[O:19])[CH:26]=[CH:27][CH:28]=1. (2) Given the reactants [O:1]=[C:2]1[N:7]([C:8]2[CH:13]=[CH:12][C:11]([O:14]CC3C=CC=CC=3)=[CH:10][CH:9]=2)[CH2:6][CH2:5][N:4]([C:22]([O:24][C:25]([CH3:28])([CH3:27])[CH3:26])=[O:23])[CH2:3]1, predict the reaction product. The product is: [OH:14][C:11]1[CH:12]=[CH:13][C:8]([N:7]2[CH2:6][CH2:5][N:4]([C:22]([O:24][C:25]([CH3:27])([CH3:26])[CH3:28])=[O:23])[CH2:3][C:2]2=[O:1])=[CH:9][CH:10]=1. (3) Given the reactants [O:1]1[C:5]2[CH:6]=[CH:7][C:8]([CH2:10][CH:11]3[CH2:16][CH2:15][N:14](C(OC(C)(C)C)=O)[CH2:13][CH2:12]3)=[CH:9][C:4]=2[O:3][CH2:2]1.[ClH:24], predict the reaction product. The product is: [ClH:24].[O:1]1[C:5]2[CH:6]=[CH:7][C:8]([CH2:10][CH:11]3[CH2:16][CH2:15][NH:14][CH2:13][CH2:12]3)=[CH:9][C:4]=2[O:3][CH2:2]1. (4) Given the reactants C([O:3][C:4](=[O:31])[CH2:5][NH:6][S:7]([C:10]1[S:14][C:13]([NH:15][C:16]([N:18]([CH2:26][CH2:27][CH:28]([CH3:30])[CH3:29])[C@H:19]2[CH2:24][CH2:23][C@H:22]([CH3:25])[CH2:21][CH2:20]2)=[O:17])=[N:12][CH:11]=1)(=[O:9])=[O:8])C.[OH-].[Na+], predict the reaction product. The product is: [CH3:29][CH:28]([CH3:30])[CH2:27][CH2:26][N:18]([CH:19]1[CH2:24][CH2:23][CH:22]([CH3:25])[CH2:21][CH2:20]1)[C:16](=[O:17])[NH:15][C:13]1[S:14][C:10]([S:7]([NH:6][CH2:5][C:4]([OH:31])=[O:3])(=[O:8])=[O:9])=[CH:11][N:12]=1. (5) Given the reactants [Br:1][C:2]1[CH:3]=[C:4]2[C:9](=[CH:10][CH:11]=1)[N:8]=[CH:7][C:6]([C:12](=[O:16])[CH:13]([CH3:15])[CH3:14])=[C:5]2Cl.[NH2:18][C@H:19]1[CH2:24][CH2:23][C@H:22]([NH:25][C:26](=[O:32])[O:27][C:28]([CH3:31])([CH3:30])[CH3:29])[CH2:21][CH2:20]1, predict the reaction product. The product is: [Br:1][C:2]1[CH:3]=[C:4]2[C:9](=[CH:10][CH:11]=1)[N:8]=[CH:7][C:6]([C:12](=[O:16])[CH:13]([CH3:15])[CH3:14])=[C:5]2[NH:18][C@H:19]1[CH2:24][CH2:23][C@H:22]([NH:25][C:26](=[O:32])[O:27][C:28]([CH3:30])([CH3:29])[CH3:31])[CH2:21][CH2:20]1. (6) Given the reactants [CH2:1]([N:8]1[C:17]2[C:12](=[CH:13][C:14]([O:18]C)=[CH:15][CH:16]=2)[C:11]([C:20]2[CH:25]=[CH:24][C:23]([CH:26]([CH3:28])[CH3:27])=[CH:22][CH:21]=2)=[N:10][C:9]1=[O:29])[C:2]1[CH:7]=[CH:6][CH:5]=[CH:4][CH:3]=1.B(Br)(Br)Br, predict the reaction product. The product is: [CH2:1]([N:8]1[C:17]2[C:12](=[CH:13][C:14]([OH:18])=[CH:15][CH:16]=2)[C:11]([C:20]2[CH:21]=[CH:22][C:23]([CH:26]([CH3:27])[CH3:28])=[CH:24][CH:25]=2)=[N:10][C:9]1=[O:29])[C:2]1[CH:7]=[CH:6][CH:5]=[CH:4][CH:3]=1.